The task is: Predict the reaction yield, written as a fraction of the theoretical maximum amount of product (1.0 means a 100% yield; for example, 0.34 means a 34% yield).. This data is from Reaction yield outcomes from USPTO patents with 853,638 reactions. (1) The reactants are [CH3:1][O:2][C:3]1[CH:4]=[CH:5][C:6]2[O:11][CH2:10][C:9](=[O:12])[N:8]([CH2:13][CH2:14][N:15]3[CH2:20][CH2:19][CH:18]([NH:21][C:22](=[O:28])[O:23][C:24]([CH3:27])([CH3:26])[CH3:25])[CH2:17][CH2:16]3)[C:7]=2[CH:29]=1.I([O-])(=O)(=O)=[O:31].[Na+]. The catalyst is O.C(OCC)(=O)C.C(OCC)(=O)C.O.[Ru](=O)=O. The product is [CH3:1][O:2][C:3]1[CH:4]=[CH:5][C:6]2[O:11][CH2:10][C:9](=[O:12])[N:8]([CH2:13][CH2:14][N:15]3[CH2:16][CH2:17][CH:18]([NH:21][C:22](=[O:28])[O:23][C:24]([CH3:26])([CH3:25])[CH3:27])[CH2:19][C:20]3=[O:31])[C:7]=2[CH:29]=1. The yield is 0.250. (2) The reactants are [NH:1]1[C:5]2=[N:6][CH:7]=[CH:8][C:9]([C:10]3[O:14][C:13]([SH:15])=[N:12][N:11]=3)=[C:4]2[CH:3]=[CH:2]1.[F:16][C:17]1[CH:18]=[C:19]([CH:22]=[CH:23][CH:24]=1)[CH2:20]Br. No catalyst specified. The product is [F:16][C:17]1[CH:18]=[C:19]([CH:22]=[CH:23][CH:24]=1)[CH2:20][S:15][C:13]1[O:14][C:10]([C:9]2[CH:8]=[CH:7][N:6]=[C:5]3[NH:1][CH:2]=[CH:3][C:4]=23)=[N:11][N:12]=1. The yield is 0.640. (3) The reactants are [NH2:1][C:2]1[CH:19]=[C:18]([Cl:20])[C:5]([CH2:6][C:7]2[CH:8]=[C:9]([CH:15]([CH3:17])[CH3:16])[C:10](=[O:14])[N:11]([CH3:13])[N:12]=2)=[C:4]([Cl:21])[CH:3]=1.N([O-])=O.[Na+].[C:26]([CH2:28][C:29]([NH:31][C:32]([O:34][CH2:35][CH3:36])=[O:33])=[O:30])#[N:27].[N:37]1C=CC=CC=1. The catalyst is O.Cl. The product is [CH2:35]([O:34][C:32](=[O:33])[NH:31][C:29](=[O:30])[C:28]([C:26]#[N:27])=[N:37][NH:1][C:2]1[CH:3]=[C:4]([Cl:21])[C:5]([CH2:6][C:7]2[CH:8]=[C:9]([CH:15]([CH3:17])[CH3:16])[C:10](=[O:14])[N:11]([CH3:13])[N:12]=2)=[C:18]([Cl:20])[CH:19]=1)[CH3:36]. The yield is 0.860. (4) The reactants are C[O:2][C:3](=[O:30])[C:4]1[CH:9]=[CH:8][CH:7]=[C:6]([NH:10][C:11]2[N:19]=[C:18]([NH:20][C@H:21]3[CH2:26][CH2:25][C@H:24]([OH:27])[CH2:23][CH2:22]3)[N:17]=[C:16]3[C:12]=2[N:13]=[CH:14][N:15]3[CH2:28][CH3:29])[CH:5]=1.O.[Li+].[OH-]. The catalyst is CO. The product is [CH2:28]([N:15]1[CH:14]=[N:13][C:12]2[C:16]1=[N:17][C:18]([NH:20][C@H:21]1[CH2:26][CH2:25][C@H:24]([OH:27])[CH2:23][CH2:22]1)=[N:19][C:11]=2[NH:10][C:6]1[CH:5]=[C:4]([CH:9]=[CH:8][CH:7]=1)[C:3]([OH:30])=[O:2])[CH3:29]. The yield is 0.870. (5) The reactants are C(N(CC)CC)C.O[CH2:9][C@H:10]([CH3:23])[CH2:11][C@H:12]([NH:15][C:16](=[O:22])[O:17][C:18]([CH3:21])([CH3:20])[CH3:19])[CH2:13]O.CS(Cl)(=O)=O.[CH2:29]([NH2:36])[C:30]1[CH:35]=[CH:34][CH:33]=[CH:32][CH:31]=1. The product is [CH2:29]([N:36]1[CH2:9][C@H:10]([CH3:23])[CH2:11][C@H:12]([NH:15][C:16](=[O:22])[O:17][C:18]([CH3:21])([CH3:20])[CH3:19])[CH2:13]1)[C:30]1[CH:35]=[CH:34][CH:33]=[CH:32][CH:31]=1. The catalyst is C(Cl)Cl.CCOC(C)=O. The yield is 0.670. (6) The reactants are [CH3:1][C:2]1[CH:7]=[CH:6][C:5]([S:8]([O:11][CH2:12][C@H:13]2[CH:22]=[CH:21][C:20]3[C:15](=[C:16]([C:23]4[C:28]([Cl:29])=[CH:27][CH:26]=[CH:25][C:24]=4[Cl:30])[CH:17]=[CH:18][CH:19]=3)[O:14]2)(=[O:10])=[O:9])=[CH:4][CH:3]=1.[H][H]. The catalyst is C(OCC)(=O)C.C(O)C.[Pt](=O)=O. The product is [CH3:1][C:2]1[CH:7]=[CH:6][C:5]([S:8]([O:11][CH2:12][C@H:13]2[CH2:22][CH2:21][C:20]3[C:15](=[C:16]([C:23]4[C:24]([Cl:30])=[CH:25][CH:26]=[CH:27][C:28]=4[Cl:29])[CH:17]=[CH:18][CH:19]=3)[O:14]2)(=[O:10])=[O:9])=[CH:4][CH:3]=1. The yield is 0.640.